Dataset: Catalyst prediction with 721,799 reactions and 888 catalyst types from USPTO. Task: Predict which catalyst facilitates the given reaction. Reactant: [C:1]([C:3]1[CH:12]=[CH:11][CH:10]=[C:9]2[C:4]=1[CH:5]=[CH:6][C:7]([C:13]([OH:15])=O)=[CH:8]2)#[N:2].C(Cl)(=O)C([Cl:19])=O. Product: [C:1]([C:3]1[CH:12]=[CH:11][CH:10]=[C:9]2[C:4]=1[CH:5]=[CH:6][C:7]([C:13]([Cl:19])=[O:15])=[CH:8]2)#[N:2]. The catalyst class is: 59.